Task: Predict the reactants needed to synthesize the given product.. Dataset: Full USPTO retrosynthesis dataset with 1.9M reactions from patents (1976-2016) Given the product [I:30][C:24]1[CH:23]=[N:22][N:15]2[C:16]([C:18]([F:21])([F:19])[F:20])=[CH:17][C:12]([C:4]3[CH:5]=[CH:6][C:7]([C:8]([F:9])([F:10])[F:11])=[C:2]([CH3:1])[CH:3]=3)=[N:13][C:14]=12, predict the reactants needed to synthesize it. The reactants are: [CH3:1][C:2]1[CH:3]=[C:4]([C:12]2[CH:17]=[C:16]([C:18]([F:21])([F:20])[F:19])[N:15]3[N:22]=[CH:23][CH:24]=[C:14]3[N:13]=2)[CH:5]=[CH:6][C:7]=1[C:8]([F:11])([F:10])[F:9].C([O-])(=O)C.[Na+].[I:30]Cl.